From a dataset of Full USPTO retrosynthesis dataset with 1.9M reactions from patents (1976-2016). Predict the reactants needed to synthesize the given product. (1) Given the product [CH2:3]([S:6][C:7]1[N:12]=[C:11]([N:13]2[CH2:18][CH2:17][CH2:16][C@@H:15]([CH2:19][C:20]([OH:22])=[O:21])[CH2:14]2)[CH:10]=[CH:9][C:8]=1[C:24](=[O:32])[NH:25][CH:26]1[CH2:31][CH2:30][O:29][CH2:28][CH2:27]1)[CH2:4][CH3:5], predict the reactants needed to synthesize it. The reactants are: [OH-].[Li+].[CH2:3]([S:6][C:7]1[N:12]=[C:11]([N:13]2[CH2:18][CH2:17][CH2:16][C@@H:15]([CH2:19][C:20]([O:22]C)=[O:21])[CH2:14]2)[CH:10]=[CH:9][C:8]=1[C:24](=[O:32])[NH:25][CH:26]1[CH2:31][CH2:30][O:29][CH2:28][CH2:27]1)[CH2:4][CH3:5].Cl. (2) Given the product [ClH:11].[C:1]([C:5]1[C:10]([Cl:11])=[CH:9][C:8]([C:12]2[N:13]([C:31]([N:48]3[CH2:47][CH2:46][N:45]([CH2:44][C:43]([N:37]4[CH2:38][CH2:39][O:40][CH2:41][CH2:42]4)=[O:51])[CH2:50][CH2:49]3)=[O:32])[C@H:14]([C:24]3[CH:25]=[CH:26][C:27]([Cl:30])=[CH:28][CH:29]=3)[C@H:15]([C:17]3[CH:18]=[CH:19][C:20]([Cl:23])=[CH:21][CH:22]=3)[N:16]=2)=[C:7]([O:34][CH2:35][CH3:36])[CH:6]=1)([CH3:4])([CH3:2])[CH3:3], predict the reactants needed to synthesize it. The reactants are: [C:1]([C:5]1[C:10]([Cl:11])=[CH:9][C:8]([C:12]2[N:13]([C:31](Cl)=[O:32])[C@H:14]([C:24]3[CH:29]=[CH:28][C:27]([Cl:30])=[CH:26][CH:25]=3)[C@H:15]([C:17]3[CH:22]=[CH:21][C:20]([Cl:23])=[CH:19][CH:18]=3)[N:16]=2)=[C:7]([O:34][CH2:35][CH3:36])[CH:6]=1)([CH3:4])([CH3:3])[CH3:2].[N:37]1([C:43](=[O:51])[CH2:44][N:45]2[CH2:50][CH2:49][NH:48][CH2:47][CH2:46]2)[CH2:42][CH2:41][O:40][CH2:39][CH2:38]1. (3) Given the product [CH3:18][CH2:19][CH2:20][CH2:21][C:22](=[O:27])[CH2:23][CH2:24][CH2:25][CH3:26], predict the reactants needed to synthesize it. The reactants are: IC1C=CC(C)=CC=1C(O)=O.OOS([O-])=O.[K+].[CH3:18][CH2:19][CH2:20][CH2:21][CH:22]([OH:27])[CH2:23][CH2:24][CH2:25][CH3:26]. (4) Given the product [CH3:1][O:2][C:3](=[O:13])[C:4]1[CH:12]=[CH:11][CH:10]=[C:6]([C:7]([NH:31][C@H:28]2[CH2:27][CH2:26][C@@H:25]([NH:24][C:15]3[CH:16]=[CH:17][C:18]4[C:23](=[CH:22][CH:21]=[CH:20][CH:19]=4)[N:14]=3)[CH2:30][CH2:29]2)=[O:9])[CH:5]=1, predict the reactants needed to synthesize it. The reactants are: [CH3:1][O:2][C:3](=[O:13])[C:4]1[CH:12]=[CH:11][CH:10]=[C:6]([C:7]([OH:9])=O)[CH:5]=1.[N:14]1[C:23]2[C:18](=[CH:19][CH:20]=[CH:21][CH:22]=2)[CH:17]=[CH:16][C:15]=1[NH:24][C@H:25]1[CH2:30][CH2:29][C@@H:28]([NH2:31])[CH2:27][CH2:26]1.C1C=CC2N(O)N=NC=2C=1.O.CCN=C=NCCCN(C)C.Cl. (5) Given the product [NH2:24][CH:25]1[CH2:30][CH2:29][N:28]([CH2:15][CH:4]2[C:3]3[C:8]4=[C:9]([S:12][C:13](=[O:14])[N:7]4[CH2:6][CH2:5]2)[CH:10]=[CH:11][C:2]=3[Cl:1])[CH2:27][CH2:26]1, predict the reactants needed to synthesize it. The reactants are: [Cl:1][C:2]1[CH:11]=[CH:10][C:9]2[S:12][C:13](=[O:14])[N:7]3[C:8]=2[C:3]=1[CH:4]([CH:15]=O)[CH2:5][CH2:6]3.C([NH:24][CH:25]1[CH2:30][CH2:29][NH:28][CH2:27][CH2:26]1)(OC(C)(C)C)=O.C(O)(C(F)(F)F)=O. (6) Given the product [CH2:2]([O:20][C:17]1[CH:16]=[CH:15][C:14]([C:11]2[CH:12]=[CH:13][C:8]([OH:21])=[CH:9][CH:10]=2)=[CH:19][CH:18]=1)[CH2:3][CH2:4][CH2:5][CH2:6][CH3:7], predict the reactants needed to synthesize it. The reactants are: Br[CH2:2][CH2:3][CH2:4][CH2:5][CH2:6][CH3:7].[C:8]1([OH:21])[CH:13]=[CH:12][C:11]([C:14]2[CH:19]=[CH:18][C:17]([OH:20])=[CH:16][CH:15]=2)=[CH:10][CH:9]=1.C(=O)([O-])[O-].[K+].[K+].[I-].[K+]. (7) Given the product [Br:1][C:2]1[CH:3]=[C:4]([CH:8]([OH:9])[C:12]([F:15])([F:14])[F:13])[CH:5]=[N:6][CH:7]=1, predict the reactants needed to synthesize it. The reactants are: [Br:1][C:2]1[CH:3]=[C:4]([CH:8]=[O:9])[CH:5]=[N:6][CH:7]=1.C[Si](C)(C)[C:12]([F:15])([F:14])[F:13].CCCC[N+](CCCC)(CCCC)CCCC.[F-]. (8) Given the product [CH3:2][O:3][C:4]([C:6]1[N:7]=[C:8]([C:16]([F:19])([F:18])[F:17])[N:9]2[CH2:14][CH2:13][N:12]([C:30](=[O:31])[CH2:29][CH:28]([NH:27][C:25]([O:24][C:20]([CH3:22])([CH3:21])[CH3:23])=[O:26])[CH2:33][C:34]3[CH:39]=[C:38]([F:40])[C:37]([F:41])=[CH:36][C:35]=3[F:42])[C@H:11]([CH3:15])[C:10]=12)=[O:5], predict the reactants needed to synthesize it. The reactants are: Cl.[CH3:2][O:3][C:4]([C:6]1[N:7]=[C:8]([C:16]([F:19])([F:18])[F:17])[N:9]2[CH2:14][CH2:13][NH:12][CH:11]([CH3:15])[C:10]=12)=[O:5].[C:20]([O:24][C:25]([NH:27][C@H:28]([CH2:33][C:34]1[CH:39]=[C:38]([F:40])[C:37]([F:41])=[CH:36][C:35]=1[F:42])[CH2:29][C:30](O)=[O:31])=[O:26])([CH3:23])([CH3:22])[CH3:21].C(N(CC)CC)C.O=C1N(P(Cl)(N2CCOC2=O)=O)CCO1. (9) Given the product [CH2:1]([O:8][C:9]([NH:11][CH2:12][CH2:13][CH2:14][C@@H:15]([NH:18][C:31]([O:30][CH2:29][CH2:28][Si:27]([CH3:42])([CH3:41])[CH3:26])=[O:32])[CH2:16][OH:17])=[O:10])[C:2]1[CH:3]=[CH:4][CH:5]=[CH:6][CH:7]=1, predict the reactants needed to synthesize it. The reactants are: [CH2:1]([O:8][C:9]([NH:11][CH2:12][CH2:13][CH2:14][C@@H:15]([NH2:18])[CH2:16][OH:17])=[O:10])[C:2]1[CH:7]=[CH:6][CH:5]=[CH:4][CH:3]=1.C(N(CC)CC)C.[CH3:26][Si:27]([CH3:42])([CH3:41])[CH2:28][CH2:29][O:30][C:31](ON1C(=O)CCC1=O)=[O:32]. (10) Given the product [CH3:23][C:18]([CH3:17])=[CH:19][C:2]1[C:14]([NH2:15])=[C:13]([CH:40]=[C:41]([CH3:46])[CH3:42])[C:5]2[O:6][C:7]3[CH:12]=[CH:11][CH:10]=[CH:9][C:8]=3[C:4]=2[CH:3]=1, predict the reactants needed to synthesize it. The reactants are: Br[C:2]1[C:14]([NH2:15])=[C:13](Br)[C:5]2[O:6][C:7]3[CH:12]=[CH:11][CH:10]=[CH:9][C:8]=3[C:4]=2[CH:3]=1.[CH:17](=O)[C:18]1[CH:23]=CC=C[CH:19]=1.P([O-])([O-])([O-])=O.[K+].[K+].[K+].C1(P(C2CCCCC2)[C:40]2C=CC=[CH:42][C:41]=2[C:46]2C(OC)=CC=CC=2OC)CCCCC1.